This data is from Catalyst prediction with 721,799 reactions and 888 catalyst types from USPTO. The task is: Predict which catalyst facilitates the given reaction. (1) Reactant: [OH:1][C:2]1[C:7]([C:8]2[O:12][N:11]=[C:10]([C:13]3[CH:23]=[CH:22][C:16]([C:17]([O:19]CC)=[O:18])=[CH:15][CH:14]=3)[CH:9]=2)=[CH:6][N:5]=[C:4]([C:24]2[CH:29]=[CH:28][CH:27]=[CH:26][N:25]=2)[N:3]=1.[OH-].[K+]. Product: [OH:1][C:2]1[C:7]([C:8]2[O:12][N:11]=[C:10]([C:13]3[CH:14]=[CH:15][C:16]([C:17]([OH:19])=[O:18])=[CH:22][CH:23]=3)[CH:9]=2)=[CH:6][N:5]=[C:4]([C:24]2[CH:29]=[CH:28][CH:27]=[CH:26][N:25]=2)[N:3]=1. The catalyst class is: 5. (2) Reactant: [CH3:1][C:2]1[O:6][C:5]([CH:7]=[O:8])=[CH:4][CH:3]=1.CC(=CC)C.P([O-])(O)(O)=[O:15].[Na+].Cl([O-])=O.[Na+].Cl. Product: [CH3:1][C:2]1[O:6][C:5]([C:7]([OH:15])=[O:8])=[CH:4][CH:3]=1. The catalyst class is: 664.